This data is from Merck oncology drug combination screen with 23,052 pairs across 39 cell lines. The task is: Regression. Given two drug SMILES strings and cell line genomic features, predict the synergy score measuring deviation from expected non-interaction effect. (1) Drug 1: COC12C(COC(N)=O)C3=C(C(=O)C(C)=C(N)C3=O)N1CC1NC12. Drug 2: Cc1nc(Nc2ncc(C(=O)Nc3c(C)cccc3Cl)s2)cc(N2CCN(CCO)CC2)n1. Cell line: COLO320DM. Synergy scores: synergy=4.87. (2) Drug 1: O=P1(N(CCCl)CCCl)NCCCO1. Drug 2: CCc1cnn2c(NCc3ccc[n+]([O-])c3)cc(N3CCCCC3CCO)nc12. Cell line: ES2. Synergy scores: synergy=2.62. (3) Drug 1: O=C(NOCC(O)CO)c1ccc(F)c(F)c1Nc1ccc(I)cc1F. Drug 2: CCc1c2c(nc3ccc(O)cc13)-c1cc3c(c(=O)n1C2)COC(=O)C3(O)CC. Cell line: CAOV3. Synergy scores: synergy=16.1. (4) Cell line: A2058. Drug 1: COc1cccc2c1C(=O)c1c(O)c3c(c(O)c1C2=O)CC(O)(C(=O)CO)CC3OC1CC(N)C(O)C(C)O1. Drug 2: O=C(CCCCCCC(=O)Nc1ccccc1)NO. Synergy scores: synergy=4.56. (5) Drug 1: CN1C(=O)C=CC2(C)C3CCC4(C)C(NC(=O)OCC(F)(F)F)CCC4C3CCC12. Drug 2: CCC1(O)CC2CN(CCc3c([nH]c4ccccc34)C(C(=O)OC)(c3cc4c(cc3OC)N(C)C3C(O)(C(=O)OC)C(OC(C)=O)C5(CC)C=CCN6CCC43C65)C2)C1. Cell line: A427. Synergy scores: synergy=-35.0.